Dataset: Reaction yield outcomes from USPTO patents with 853,638 reactions. Task: Predict the reaction yield, written as a fraction of the theoretical maximum amount of product (1.0 means a 100% yield; for example, 0.34 means a 34% yield). (1) The reactants are Br[C:2]1[CH:14]=[CH:13][C:12]2[C:11]3[C:6](=[CH:7][CH:8]=[CH:9][CH:10]=3)[N:5]([C:15]3[CH:20]=[CH:19][CH:18]=[CH:17][N:16]=3)[C:4]=2[CH:3]=1.[CH3:21][O:22][C:23]1[CH:28]=[CH:27][CH:26]=[CH:25][C:24]=1[NH:29][C:30]1[C:31]([NH2:36])=[CH:32][CH:33]=[CH:34][CH:35]=1.C1(P(C2CCCCC2)C2C=CC=CC=2C2C(OC)=CC=CC=2OC)CCCCC1.CC(C)([O-])C.[Na+]. The catalyst is [Cl-].[NH4+].C1C=CC(/C=C/C(/C=C/C2C=CC=CC=2)=O)=CC=1.C1C=CC(/C=C/C(/C=C/C2C=CC=CC=2)=O)=CC=1.C1C=CC(/C=C/C(/C=C/C2C=CC=CC=2)=O)=CC=1.[Pd].[Pd].C1(C)C=CC=CC=1. The product is [CH3:21][O:22][C:23]1[CH:28]=[CH:27][CH:26]=[CH:25][C:24]=1[NH:29][C:30]1[C:31]([NH:36][C:2]2[CH:14]=[CH:13][C:12]3[C:11]4[C:6](=[CH:7][CH:8]=[CH:9][CH:10]=4)[N:5]([C:15]4[CH:20]=[CH:19][CH:18]=[CH:17][N:16]=4)[C:4]=3[CH:3]=2)=[CH:32][CH:33]=[CH:34][CH:35]=1. The yield is 0.850. (2) The reactants are [CH3:1][O:2][CH2:3][CH2:4][N:5]1[C:13]2[C:8](=[CH:9][C:10]([N+:14]([O-])=O)=[CH:11][CH:12]=2)[CH2:7][CH2:6]1. The catalyst is C1COCC1.O=[Pt]=O. The product is [CH3:1][O:2][CH2:3][CH2:4][N:5]1[C:13]2[C:8](=[CH:9][C:10]([NH2:14])=[CH:11][CH:12]=2)[CH2:7][CH2:6]1. The yield is 0.993. (3) The reactants are [CH3:1][C:2]([CH3:22])([O:4][C:5]([NH:7][C@@H:8]1[C:16]2[C:11](=[CH:12][CH:13]=[CH:14][CH:15]=2)[CH2:10][C@@H:9]1OS(C)(=O)=O)=[O:6])[CH3:3].[N-:23]=[N+]=[N-].[Na+]. The catalyst is CC(N(C)C)=O.C(OCC)(=O)C. The product is [NH2:23][C@@H:9]1[CH2:10][C:11]2[C:16](=[CH:15][CH:14]=[CH:13][CH:12]=2)[C@H:8]1[NH:7][C:5]([O:4][C:2]([CH3:22])([CH3:3])[CH3:1])=[O:6]. The yield is 0.980. (4) No catalyst specified. The yield is 0.460. The reactants are [F:1][C:2]1[C:10]([O:11][C:12]2[C:21]3[C:16](=[CH:17][C:18]([O:24][CH2:25][C@H:26]4[CH2:30][CH2:29][CH2:28][NH:27]4)=[C:19]([O:22][CH3:23])[CH:20]=3)[N:15]=[CH:14][N:13]=2)=[CH:9][CH:8]=[C:7]2[C:3]=1[CH:4]=[C:5]([CH3:31])[NH:6]2.[C:32](Cl)(=[O:34])[CH3:33]. The product is [C:32]([N:27]1[CH2:28][CH2:29][CH2:30][C@@H:26]1[CH2:25][O:24][C:18]1[CH:17]=[C:16]2[C:21]([C:12]([O:11][C:10]3[C:2]([F:1])=[C:3]4[C:7](=[CH:8][CH:9]=3)[NH:6][C:5]([CH3:31])=[CH:4]4)=[N:13][CH:14]=[N:15]2)=[CH:20][C:19]=1[O:22][CH3:23])(=[O:34])[CH3:33]. (5) The reactants are [F:1][C:2]([F:22])([C:15]1[CH:20]=[CH:19][C:18]([F:21])=[CH:17][N:16]=1)[C:3]1[NH:12][C:11](=O)[C:10]2[C:5](=[C:6]([CH3:14])[CH:7]=[CH:8][CH:9]=2)[N:4]=1.CCN(C(C)C)C(C)C.O=P(Cl)(Cl)[Cl:34]. No catalyst specified. The product is [Cl:34][C:11]1[C:10]2[C:5](=[C:6]([CH3:14])[CH:7]=[CH:8][CH:9]=2)[N:4]=[C:3]([C:2]([F:22])([F:1])[C:15]2[CH:20]=[CH:19][C:18]([F:21])=[CH:17][N:16]=2)[N:12]=1. The yield is 0.990.